Dataset: Full USPTO retrosynthesis dataset with 1.9M reactions from patents (1976-2016). Task: Predict the reactants needed to synthesize the given product. Given the product [C:30]([O:65][C:64](=[O:63])[NH:17][CH2:8][C:9]1[S:10][CH:11]=[C:12]([C:14](=[O:16])[NH:60][CH2:59][CH2:58][C:54]2[CH:55]=[CH:56][CH:57]=[C:52]([Cl:51])[CH:53]=2)[N:13]=1)([CH3:29])([CH3:31])[CH3:42], predict the reactants needed to synthesize it. The reactants are: C([CH:8]([NH2:17])[C:9]1[S:10][CH:11]=[C:12]([C:14]([OH:16])=O)[N:13]=1)(OC(C)(C)C)=O.CN(C(ON1N=NC2[CH:29]=[CH:30][CH:31]=NC1=2)=[N+](C)C)C.F[P-](F)(F)(F)(F)F.[CH3:42]CN(C(C)C)C(C)C.[Cl:51][C:52]1[CH:53]=[C:54]([CH2:58][CH2:59][NH2:60])[CH:55]=[CH:56][CH:57]=1.CC[O:63][C:64](C)=[O:65].